The task is: Predict which catalyst facilitates the given reaction.. This data is from Catalyst prediction with 721,799 reactions and 888 catalyst types from USPTO. (1) Reactant: C([O:4][C@H:5]1[C@H:11]([O:12]C(=O)C)[C@@H:10]([O:16]C(=O)C)[C@:9]2([C:21]3[CH:26]=[CH:25][C:24]([Cl:27])=[C:23]([CH2:28][C:29]4[CH:34]=[CH:33][C:32]([C:35](=O)[CH2:36][CH3:37])=[CH:31][CH:30]=4)[CH:22]=3)[O:20][C@@:6]1([CH2:39][O:40]C(=O)C)[CH2:7][O:8]2)(=O)C.N1C=CC=CC=1.C([O-])(=O)C.[Na+].Cl.[CH3:56][O:57][NH2:58]. Product: [CH3:56][O:57][N:58]=[C:35]([C:32]1[CH:31]=[CH:30][C:29]([CH2:28][C:23]2[CH:22]=[C:21]([C@@:9]34[O:20][C@@:6]([CH2:39][OH:40])([CH2:7][O:8]3)[C@@H:5]([OH:4])[C@H:11]([OH:12])[C@H:10]4[OH:16])[CH:26]=[CH:25][C:24]=2[Cl:27])=[CH:34][CH:33]=1)[CH2:36][CH3:37]. The catalyst class is: 8. (2) Reactant: [CH2:1]([O:13][C:14]1[N:15]=[CH:16][S:17][C:18]=1[C:19]1[S:23][CH:22]=[N:21][C:20]=1[O:24][CH2:25][CH2:26][CH2:27][CH2:28][CH2:29][CH2:30][CH2:31][CH2:32][CH2:33][CH2:34][CH2:35][CH3:36])[CH2:2][CH2:3][CH2:4][CH2:5][CH2:6][CH2:7][CH2:8][CH2:9][CH2:10][CH2:11][CH3:12].[Li]CCCC.[CH3:42][Sn:43](Cl)([CH3:45])[CH3:44]. Product: [CH2:1]([O:13][C:14]1[N:15]=[C:16]([Sn:43]([CH3:45])([CH3:44])[CH3:42])[S:17][C:18]=1[C:19]1[S:23][C:22]([Sn:43]([CH3:45])([CH3:44])[CH3:42])=[N:21][C:20]=1[O:24][CH2:25][CH2:26][CH2:27][CH2:28][CH2:29][CH2:30][CH2:31][CH2:32][CH2:33][CH2:34][CH2:35][CH3:36])[CH2:2][CH2:3][CH2:4][CH2:5][CH2:6][CH2:7][CH2:8][CH2:9][CH2:10][CH2:11][CH3:12]. The catalyst class is: 1. (3) The catalyst class is: 14. Reactant: [CH3:1][CH:2]([N:4]1[C:12](/[CH:13]=[CH:14]/[C@H:15]([OH:24])[CH2:16][C@H:17]([OH:23])[CH2:18][C:19]([O:21]C)=[O:20])=[C:11]([C:25]2[CH:30]=[CH:29][C:28]([F:31])=[CH:27][CH:26]=2)[C:10]2[C:5]1=[CH:6][CH:7]=[CH:8][CH:9]=2)[CH3:3].[OH-].[Na+:33].C(#N)C. Product: [CH3:3][CH:2]([N:4]1[C:12](/[CH:13]=[CH:14]/[CH:15]([OH:24])[CH2:16][CH:17]([OH:23])[CH2:18][C:19]([O-:21])=[O:20])=[C:11]([C:25]2[CH:26]=[CH:27][C:28]([F:31])=[CH:29][CH:30]=2)[C:10]2[CH:9]=[CH:8][CH:7]=[CH:6][C:5]1=2)[CH3:1].[Na+:33].